From a dataset of Catalyst prediction with 721,799 reactions and 888 catalyst types from USPTO. Predict which catalyst facilitates the given reaction. (1) Reactant: [Cl:1][C:2]1[CH:7]=[CH:6][C:5]([C:8]2[S:25][C:11]3[C:12](=[O:24])[N:13]([CH2:16][C:17]4[CH:22]=[CH:21][CH:20]=[C:19]([OH:23])[CH:18]=4)[N:14]=[CH:15][C:10]=3[CH:9]=2)=[CH:4][CH:3]=1.[CH3:26][N:27]1[CH2:32][CH2:31][CH:30]([OH:33])[CH2:29][CH2:28]1.CCOC(/N=N/C(OCC)=O)=O. Product: [C:19]([OH:23])(=[O:33])[CH3:20].[Cl:1][C:2]1[CH:7]=[CH:6][C:5]([C:8]2[S:25][C:11]3[C:12](=[O:24])[N:13]([CH2:16][C:17]4[CH:22]=[CH:21][CH:20]=[C:19]([O:23][CH:30]5[CH2:31][CH2:32][N:27]([CH3:26])[CH2:28][CH2:29]5)[CH:18]=4)[N:14]=[CH:15][C:10]=3[CH:9]=2)=[CH:4][CH:3]=1. The catalyst class is: 1. (2) Reactant: [CH3:1][O-:2].[Na+].Br[C:5]1[C:6]([NH2:13])=[N:7][C:8]([Cl:12])=[C:9]([Br:11])[N:10]=1. Product: [Br:11][C:9]1[N:10]=[C:5]([O:2][CH3:1])[C:6]([NH2:13])=[N:7][C:8]=1[Cl:12]. The catalyst class is: 5. (3) Reactant: [CH2:1]([N:4]1[C:8](=[O:9])[C:7]2=[CH:10][CH:11]=[CH:12][CH:13]=[C:6]2[C:5]1=[O:14])[C:2]#[CH:3].[CH2:15]([Sn:19]([CH2:27][CH2:28][CH2:29][CH3:30])([CH2:23][CH2:24][CH2:25][CH3:26])N(C)C)[CH2:16][CH2:17][CH3:18].[CH2:31]([N:38]=[N+:39]=[N-:40])[C:32]1[CH:37]=[CH:36][CH:35]=[CH:34][CH:33]=1. Product: [CH2:31]([N:38]1[C:2]([CH2:1][N:4]2[C:8](=[O:9])[C:7]3[C:6](=[CH:13][CH:12]=[CH:11][CH:10]=3)[C:5]2=[O:14])=[C:3]([Sn:19]([CH2:15][CH2:16][CH2:17][CH3:18])([CH2:23][CH2:24][CH2:25][CH3:26])[CH2:27][CH2:28][CH2:29][CH3:30])[N:40]=[N:39]1)[C:32]1[CH:37]=[CH:36][CH:35]=[CH:34][CH:33]=1. The catalyst class is: 81.